Dataset: TCR-epitope binding with 47,182 pairs between 192 epitopes and 23,139 TCRs. Task: Binary Classification. Given a T-cell receptor sequence (or CDR3 region) and an epitope sequence, predict whether binding occurs between them. The epitope is TPQDLNTML. The TCR CDR3 sequence is CASIDRDRGNIQYF. Result: 0 (the TCR does not bind to the epitope).